Dataset: Reaction yield outcomes from USPTO patents with 853,638 reactions. Task: Predict the reaction yield, written as a fraction of the theoretical maximum amount of product (1.0 means a 100% yield; for example, 0.34 means a 34% yield). (1) The reactants are [Cl:1][C:2]1[CH:10]=[C:9]([C:11](=[O:24])[NH:12][CH2:13][C:14]2[NH:15][C:16]3[CH:22]=[C:21]([Cl:23])[CH:20]=[CH:19][C:17]=3[N:18]=2)[CH:8]=[CH:7][C:3]=1[C:4]([OH:6])=O.CN(C(ON1N=NC2C=CC=CC1=2)=[N+](C)C)C.[B-](F)(F)(F)F.C(N(C(C)C)CC)(C)C.[CH3:56][N:57]1[CH2:62][CH2:61][NH:60][CH2:59][C:58]1=[O:63].ClCl. The catalyst is CN(C)C=O. The product is [Cl:1][C:2]1[CH:10]=[C:9]([CH:8]=[CH:7][C:3]=1[C:4]([N:60]1[CH2:61][CH2:62][N:57]([CH3:56])[C:58](=[O:63])[CH2:59]1)=[O:6])[C:11]([NH:12][CH2:13][C:14]1[NH:18][C:17]2[CH:19]=[CH:20][C:21]([Cl:23])=[CH:22][C:16]=2[N:15]=1)=[O:24]. The yield is 0.0870. (2) The reactants are [NH:1]1[C:9]2[C:4](=[CH:5][CH:6]=[CH:7][CH:8]=2)[CH2:3][C:2]1=[O:10].[N:11]1[CH:16]=[CH:15][CH:14]=[C:13](/[CH:17]=[CH:18]/[C:19]2[C:27]3[C:22](=[CH:23][C:24]([CH:28]=O)=[CH:25][CH:26]=3)[NH:21][N:20]=2)[CH:12]=1. No catalyst specified. The product is [N:11]1[CH:16]=[CH:15][CH:14]=[C:13](/[CH:17]=[CH:18]/[C:19]2[C:27]3[C:22](=[CH:23][C:24](/[CH:28]=[C:3]4/[C:2](=[O:10])[NH:1][C:9]5[C:4]/4=[CH:5][CH:6]=[CH:7][CH:8]=5)=[CH:25][CH:26]=3)[NH:21][N:20]=2)[CH:12]=1. The yield is 0.840. (3) The reactants are [Cl:1][C:2]1[N:7]=[C:6]([Cl:8])[C:5]([OH:9])=[C:4]([Cl:10])[N:3]=1.[C:11]([CH:15]1[CH2:17][O:16]1)([CH3:14])([CH3:13])[CH3:12]. The yield is 0.520. No catalyst specified. The product is [CH3:12][C:11]([CH3:14])([CH3:13])[CH:15]([OH:16])[CH2:17][O:9][C:5]1[C:4]([Cl:10])=[N:3][C:2]([Cl:1])=[N:7][C:6]=1[Cl:8]. (4) The catalyst is C(OCC)(=O)C. The yield is 0.620. The product is [CH3:1][C:2]1[N:29]=[C:5]2[N:6]([CH2:31][C:32]3[CH:37]=[CH:36][C:35]([F:38])=[CH:34][CH:33]=3)[C:7](=[O:28])[C:8]([CH2:13][C:14]3[CH:19]=[CH:18][C:17]([C:20]4[C:21]([C:26]#[N:27])=[CH:22][CH:23]=[CH:24][CH:25]=4)=[CH:16][CH:15]=3)=[C:9]([CH2:10][CH2:11][CH3:12])[N:4]2[N:3]=1. The reactants are [CH3:1][C:2]1[N:29]=[C:5]2[NH:6][C:7](=[O:28])[C:8]([CH2:13][C:14]3[CH:19]=[CH:18][C:17]([C:20]4[C:21]([C:26]#[N:27])=[CH:22][CH:23]=[CH:24][CH:25]=4)=[CH:16][CH:15]=3)=[C:9]([CH2:10][CH2:11][CH3:12])[N:4]2[N:3]=1.Br[CH2:31][C:32]1[CH:37]=[CH:36][C:35]([F:38])=[CH:34][CH:33]=1.C(=O)([O-])[O-].[K+].[K+].CN(C)C=O. (5) The reactants are C([O:8][CH2:9][CH:10]([F:24])[CH2:11][N:12]1[CH:16]=[C:15]([C:17]([O:19][C:20]([CH3:23])([CH3:22])[CH3:21])=[O:18])[N:14]=[N:13]1)C1C=CC=CC=1. The catalyst is [OH-].[OH-].[Pd+2].CCOC(C)=O. The product is [F:24][CH:10]([CH2:9][OH:8])[CH2:11][N:12]1[CH:16]=[C:15]([C:17]([O:19][C:20]([CH3:21])([CH3:22])[CH3:23])=[O:18])[N:14]=[N:13]1. The yield is 1.03.